Dataset: Full USPTO retrosynthesis dataset with 1.9M reactions from patents (1976-2016). Task: Predict the reactants needed to synthesize the given product. (1) The reactants are: [Ge](F)(F)(F)F.ClC(Cl)(Cl)C(Cl)(Cl)Cl.[Al+3].[Cl-].[Cl-].[Cl-].[Cl:18][C:19]([Cl:25])(Cl)[C:20]([F:23])([F:22])[F:21].[Cl:26][C:27]([F:33])([F:32])[C:28]([F:31])([F:30])[F:29]. Given the product [C:20]([F:23])([F:22])([F:21])[C:19]([Cl:25])([Cl:18])[F:29].[C:28]([F:31])([F:30])([F:29])[C:27]([Cl:26])([F:33])[F:32], predict the reactants needed to synthesize it. (2) Given the product [C:1]([O:4][CH:5]([CH2:15][CH:16]=[C:17]([CH3:32])[CH2:18][CH2:19][CH2:20][CH:21]([CH3:31])[CH2:22][OH:23])[C:6]([CH3:14])=[CH:7][C:8]1[N:9]=[C:10]([CH3:13])[S:11][CH:12]=1)(=[O:3])[CH3:2], predict the reactants needed to synthesize it. The reactants are: [C:1]([O:4][CH:5]([CH2:15][CH:16]=[C:17]([CH3:32])[CH2:18][CH2:19][CH2:20][CH:21]([CH3:31])[CH2:22][O:23][Si](C(C)(C)C)(C)C)[C:6]([CH3:14])=[CH:7][C:8]1[N:9]=[C:10]([CH3:13])[S:11][CH:12]=1)(=[O:3])[CH3:2].CO.CC1(C)C2(CS(O)(=O)=O)C(CC1CC2)=O.C(N(CC)CC)C. (3) Given the product [CH3:18][O:17][C:12]1[CH:13]=[CH:14][C:6]([CH:5]2[NH:1][C:2](=[O:9])[CH2:3][CH2:4]2)=[CH:10][C:11]=1[CH3:16], predict the reactants needed to synthesize it. The reactants are: [NH:1]1[CH:5]([C:6](O)=O)[CH2:4][CH2:3][C:2]1=[O:9].[CH3:10][C:11]1[CH:16]=C[CH:14]=[CH:13][C:12]=1[O:17][CH3:18].O=P12OP3(OP(OP(O3)(O1)=O)(=O)O2)=O.CS(O)(=O)=O. (4) Given the product [C:34]([N:2]1[CH2:7][CH2:6][CH2:5][C@@H:4]([NH:8][C:9]([C:11]2[C:15]3[N:16]=[CH:17][N:18]=[C:19]([C:20]4[C:28]5[O:27][CH2:26][O:25][C:24]=5[CH:23]=[CH:22][C:21]=4[O:29][CH2:30][CH:31]4[CH2:32][CH2:33]4)[C:14]=3[NH:13][CH:12]=2)=[O:10])[CH2:3]1)(=[O:37])[CH2:35][CH3:36], predict the reactants needed to synthesize it. The reactants are: Cl.[NH:2]1[CH2:7][CH2:6][CH2:5][C@@H:4]([NH:8][C:9]([C:11]2[C:15]3[N:16]=[CH:17][N:18]=[C:19]([C:20]4[C:28]5[O:27][CH2:26][O:25][C:24]=5[CH:23]=[CH:22][C:21]=4[O:29][CH2:30][CH:31]4[CH2:33][CH2:32]4)[C:14]=3[NH:13][CH:12]=2)=[O:10])[CH2:3]1.[C:34](Cl)(=[O:37])[CH2:35][CH3:36]. (5) Given the product [Cl:14][C:13]1[CH:12]=[CH:11][CH:10]=[C:9]([Cl:15])[C:8]=1[CH2:7][CH2:3][C:1]#[N:2], predict the reactants needed to synthesize it. The reactants are: [C:1]([CH:3]([CH2:7][C:8]1[C:13]([Cl:14])=[CH:12][CH:11]=[CH:10][C:9]=1[Cl:15])C(O)=O)#[N:2].O. (6) Given the product [Br:38][C:34]1[CH:33]=[C:32]([CH:37]=[CH:36][CH:35]=1)[O:31][C:7]([CH3:30])([CH2:8][C:9]1[CH:14]=[CH:13][C:12]([O:15][CH2:16][CH2:17][C:18]2[N:19]=[C:20]([CH:24]3[CH2:29][CH2:28][CH2:27][CH2:26][CH2:25]3)[O:21][C:22]=2[CH3:23])=[CH:11][CH:10]=1)[C:6]([OH:39])=[O:5], predict the reactants needed to synthesize it. The reactants are: [OH-].[Na+].C([O:5][C:6](=[O:39])[C:7]([O:31][C:32]1[CH:37]=[CH:36][CH:35]=[C:34]([Br:38])[CH:33]=1)([CH3:30])[CH2:8][C:9]1[CH:14]=[CH:13][C:12]([O:15][CH2:16][CH2:17][C:18]2[N:19]=[C:20]([CH:24]3[CH2:29][CH2:28][CH2:27][CH2:26][CH2:25]3)[O:21][C:22]=2[CH3:23])=[CH:11][CH:10]=1)C.C(OC(=O)C(C)(OC1C=CC=CC=1)CC1C=CC(OCCC2N=C(C3CCCCC3)OC=2C)=CC=1)C. (7) Given the product [CH2:26]([O:30][C:31]([C:33]1[N:34]=[N:35][C:36]([C:10]2[CH:11]=[CH:12][N:8]([C:5]3[CH:4]=[CH:3][C:2]([F:1])=[CH:7][CH:6]=3)[N:9]=2)=[CH:37][CH:38]=1)=[CH2:32])[CH2:27][CH2:28][CH3:29], predict the reactants needed to synthesize it. The reactants are: [F:1][C:2]1[CH:7]=[CH:6][C:5]([N:8]2[CH:12]=[CH:11][C:10]([Sn](CCCC)(CCCC)CCCC)=[N:9]2)=[CH:4][CH:3]=1.[CH2:26]([O:30][C:31]([C:33]1[N:34]=[N:35][C:36](Cl)=[CH:37][CH:38]=1)=[CH2:32])[CH2:27][CH2:28][CH3:29].